This data is from Full USPTO retrosynthesis dataset with 1.9M reactions from patents (1976-2016). The task is: Predict the reactants needed to synthesize the given product. (1) Given the product [F:1][C:2]1[C:3]([C:12]2[N:13]=[CH:14][NH:15][N:16]=2)=[C:4]([CH:9]=[CH:10][CH:11]=1)[C:5]([OH:7])=[O:6], predict the reactants needed to synthesize it. The reactants are: [F:1][C:2]1[C:3]([C:12]2[NH:16][N:15]=[CH:14][N:13]=2)=[C:4]([CH:9]=[CH:10][CH:11]=1)[C:5]([O:7]C)=[O:6].[OH-].[Na+]. (2) The reactants are: [CH2:1]([N:3]1[C:7]2[CH:8]=[CH:9][CH:10]=[CH:11][C:6]=2[NH:5][CH:4]1[CH2:12][C:13]#[N:14])[CH3:2].[Cl:15][C:16]1[N:21]=[C:20](Cl)[CH:19]=[CH:18][N:17]=1. Given the product [Cl:15][C:16]1[N:21]=[C:20]([CH:12]([CH:4]2[N:3]([CH2:1][CH3:2])[C:7]3[CH:8]=[CH:9][CH:10]=[CH:11][C:6]=3[NH:5]2)[C:13]#[N:14])[CH:19]=[CH:18][N:17]=1, predict the reactants needed to synthesize it.